Dataset: Full USPTO retrosynthesis dataset with 1.9M reactions from patents (1976-2016). Task: Predict the reactants needed to synthesize the given product. Given the product [C:1]([O:5][C@@H:6]([C:12]1[C:13]([CH3:43])=[N:14][C:15]([CH3:42])=[C:16]([C:26]2[CH:27]=[CH:28][C:29]([O:32][CH2:33][CH2:34][C:35]3[CH:40]=[CH:39][C:38]([F:41])=[CH:37][CH:36]=3)=[CH:30][CH:31]=2)[C:17]=1[N:18]1[CH2:23][CH2:22][C:21]([CH3:25])([CH3:24])[CH2:20][CH2:19]1)[C:7]([OH:9])=[O:8])([CH3:4])([CH3:2])[CH3:3], predict the reactants needed to synthesize it. The reactants are: [C:1]([O:5][C@@H:6]([C:12]1[C:13]([CH3:43])=[N:14][C:15]([CH3:42])=[C:16]([C:26]2[CH:31]=[CH:30][C:29]([O:32][CH2:33][CH2:34][C:35]3[CH:40]=[CH:39][C:38]([F:41])=[CH:37][CH:36]=3)=[CH:28][CH:27]=2)[C:17]=1[N:18]1[CH2:23][CH2:22][C:21]([CH3:25])([CH3:24])[CH2:20][CH2:19]1)[C:7]([O:9]CC)=[O:8])([CH3:4])([CH3:3])[CH3:2].[Li+].[OH-].